This data is from Full USPTO retrosynthesis dataset with 1.9M reactions from patents (1976-2016). The task is: Predict the reactants needed to synthesize the given product. (1) The reactants are: [H-].[Na+].[I-].[CH3:4][S+](C)(C)=O.[Cl:9][C:10]1[CH:15]=[CH:14][C:13]([C:16]([N:23]2[C:31]3[C:26](=[C:27]([N:32]([CH2:37][O:38][CH2:39][CH2:40][Si:41]([CH3:44])([CH3:43])[CH3:42])[S:33]([CH3:36])(=[O:35])=[O:34])[CH:28]=[CH:29][CH:30]=3)[CH:25]=[N:24]2)([CH2:21][CH3:22])/[CH:17]=[CH:18]/[C:19]#[N:20])=[CH:12][CH:11]=1. Given the product [Cl:9][C:10]1[CH:11]=[CH:12][C:13]([C:16]([N:23]2[C:31]3[C:26](=[C:27]([N:32]([CH2:37][O:38][CH2:39][CH2:40][Si:41]([CH3:44])([CH3:42])[CH3:43])[S:33]([CH3:36])(=[O:34])=[O:35])[CH:28]=[CH:29][CH:30]=3)[CH:25]=[N:24]2)([CH:17]2[CH2:4][CH:18]2[C:19]#[N:20])[CH2:21][CH3:22])=[CH:14][CH:15]=1, predict the reactants needed to synthesize it. (2) The reactants are: [F:1][C:2]([F:17])([F:16])[C:3]1[C:11]2[CH2:10][CH2:9][CH2:8][CH2:7][C:6]=2[N:5]([CH2:12][C:13]([OH:15])=O)[N:4]=1.F[P-](F)(F)(F)(F)F.N1(OC(N(C)C)=[N+](C)C)C2N=CC=CC=2N=N1.CCN(C(C)C)C(C)C.[C:51]([O:55][C:56]([C:58]1[C:59]2[CH2:67][CH2:66][CH2:65][CH2:64][C:60]=2[S:61][C:62]=1[NH2:63])=[O:57])([CH3:54])([CH3:53])[CH3:52]. Given the product [C:51]([O:55][C:56]([C:58]1[C:59]2[CH2:67][CH2:66][CH2:65][CH2:64][C:60]=2[S:61][C:62]=1[NH:63][C:13](=[O:15])[CH2:12][N:5]1[C:6]2[CH2:7][CH2:8][CH2:9][CH2:10][C:11]=2[C:3]([C:2]([F:1])([F:17])[F:16])=[N:4]1)=[O:57])([CH3:54])([CH3:52])[CH3:53], predict the reactants needed to synthesize it. (3) Given the product [CH2:5]([O:4][P:3]([CH2:2][NH:1][CH:21]([C:12]1[O:11][CH:15]=[CH:14][CH:13]=1)[C:20]([OH:24])=[O:23])([O:7][CH2:8][CH3:9])=[O:10])[CH3:6], predict the reactants needed to synthesize it. The reactants are: [NH2:1][CH2:2][P:3](=[O:10])([O:7][CH2:8][CH3:9])[O:4][CH2:5][CH3:6].[O:11]1[CH:15]=[CH:14][CH:13]=[C:12]1B(O)O.O.[C:20]([OH:24])(=[O:23])[CH:21]=O.[NH4+].[OH-]. (4) Given the product [C:21]([O:20][C:18]([N:6]1[CH2:7][C@@H:8]([O:10][C:11]2[CH:16]=[CH:15][CH:14]=[C:13]([Cl:17])[CH:12]=2)[CH2:9][C@H:5]1[C:3]([OH:4])=[O:2])=[O:19])([CH3:24])([CH3:22])[CH3:23], predict the reactants needed to synthesize it. The reactants are: C[O:2][C:3]([C@@H:5]1[CH2:9][C@H:8]([O:10][C:11]2[CH:16]=[CH:15][CH:14]=[C:13]([Cl:17])[CH:12]=2)[CH2:7][N:6]1[C:18]([O:20][C:21]([CH3:24])([CH3:23])[CH3:22])=[O:19])=[O:4].O[Li].O. (5) Given the product [CH2:7]([O:14][C:3]([NH:2][CH:5]([CH3:55])[CH2:29][CH2:28][CH2:27][C:26]([NH:45][C:46]1[CH:54]=[CH:53][CH:52]=[CH:51][C:47]=1[C:48]([NH2:50])=[O:49])=[O:33])=[O:4])[C:8]1[CH:13]=[CH:12][CH:11]=[CH:10][CH:9]=1, predict the reactants needed to synthesize it. The reactants are: C[N:2]([CH3:5])[CH:3]=[O:4].[Cl-].[CH2:7]([O:14]C(NCCCCCC(O)=O)=O)[C:8]1[CH:13]=[CH:12][CH:11]=[CH:10][CH:9]=1.[CH2:26]([O:33]C(NCCCCCC(Cl)=O)=O)[C:27]1C=CC=[CH:29][CH:28]=1.[NH2:45][C:46]1[CH:54]=[CH:53][CH:52]=[CH:51][C:47]=1[C:48]([NH2:50])=[O:49].[CH:55](N(C(C)C)CC)(C)C. (6) Given the product [Br:53][C:50]1[CH:49]=[CH:48][C:47]([C:45](=[O:46])[CH2:44][NH:43][C:15]([C@@H:9]2[CH2:10][C:11]([F:13])([F:14])[CH2:12][N:8]2[C:6]([O:5][C:1]([CH3:2])([CH3:3])[CH3:4])=[O:7])=[O:17])=[CH:52][CH:51]=1, predict the reactants needed to synthesize it. The reactants are: [C:1]([O:5][C:6]([N:8]1[CH2:12][C:11]([F:14])([F:13])[CH2:10][C@H:9]1[C:15]([OH:17])=O)=[O:7])([CH3:4])([CH3:3])[CH3:2].CN(C(ON1N=NC2C=CC=NC1=2)=[N+](C)C)C.F[P-](F)(F)(F)(F)F.Cl.[NH2:43][CH2:44][C:45]([C:47]1[CH:52]=[CH:51][C:50]([Br:53])=[CH:49][CH:48]=1)=[O:46].CCN(C(C)C)C(C)C. (7) Given the product [S:10]1[C:14]2[CH:15]=[CH:16][CH:17]=[CH:18][C:13]=2[N:12]=[C:11]1[C:19]1[CH:24]=[CH:23][C:22]([N:25]([CH2:26][CH2:27][O:28][C:2]2[N:1]=[C:8]([Cl:9])[N:7]=[C:5]([Cl:6])[N:4]=2)[CH3:29])=[CH:21][CH:20]=1, predict the reactants needed to synthesize it. The reactants are: [N:1]1[C:8]([Cl:9])=[N:7][C:5]([Cl:6])=[N:4][C:2]=1Cl.[S:10]1[C:14]2[CH:15]=[CH:16][CH:17]=[CH:18][C:13]=2[N:12]=[C:11]1[C:19]1[CH:24]=[CH:23][C:22]([N:25]([CH3:29])[CH2:26][CH2:27][OH:28])=[CH:21][CH:20]=1.CCN(C(C)C)C(C)C. (8) Given the product [Cl:28][CH2:27][CH2:26][C:12]1[C:11]([NH:29][C:77]([C:68]2[NH:69][C:70]3[C:66]([CH:67]=2)=[CH:65][C:64]([O:63][CH3:62])=[C:72]([O:73][CH3:74])[C:71]=3[O:75][CH3:76])=[O:78])=[CH:10][C:9]([OH:8])=[C:17]2[C:13]=1[C:14]([C:22]([O:24][CH3:25])=[O:23])=[C:15]([C:18]([O:20][CH3:21])=[O:19])[NH:16]2, predict the reactants needed to synthesize it. The reactants are: C([O:8][C:9]1[CH:10]=[C:11]([N+:29]([O-])=O)[C:12]([CH2:26][CH2:27][Cl:28])=[C:13]2[C:17]=1[NH:16][C:15]([C:18]([O:20][CH3:21])=[O:19])=[C:14]2[C:22]([O:24][CH3:25])=[O:23])C1C=CC=CC=1.C(OC1C=C([N+]([O-])=O)C(Cl)=CC=1N)C1C=CC=CC=1.CCN=C=NCCCN(C)C.[CH3:62][O:63][C:64]1[CH:65]=[C:66]2[C:70](=[C:71]([O:75][CH3:76])[C:72]=1[O:73][CH3:74])[NH:69][C:68]([C:77](O)=[O:78])=[CH:67]2.